From a dataset of Peptide-MHC class I binding affinity with 185,985 pairs from IEDB/IMGT. Regression. Given a peptide amino acid sequence and an MHC pseudo amino acid sequence, predict their binding affinity value. This is MHC class I binding data. (1) The peptide sequence is SIYRYYGL. The MHC is HLA-A02:01 with pseudo-sequence HLA-A02:01. The binding affinity (normalized) is 0.0350. (2) The peptide sequence is RPREATIIY. The MHC is HLA-B83:01 with pseudo-sequence HLA-B83:01. The binding affinity (normalized) is 0.213. (3) The peptide sequence is TDSPETHHY. The MHC is HLA-A29:02 with pseudo-sequence HLA-A29:02. The binding affinity (normalized) is 0. (4) The peptide sequence is WGPSLYSIL. The MHC is H-2-Db with pseudo-sequence H-2-Db. The binding affinity (normalized) is 0.0868. (5) The peptide sequence is RRARSLSAERY. The MHC is HLA-B57:01 with pseudo-sequence HLA-B57:01. The binding affinity (normalized) is 0.145. (6) The peptide sequence is EENLLDFVRF. The MHC is HLA-A03:01 with pseudo-sequence HLA-A03:01. The binding affinity (normalized) is 0. (7) The peptide sequence is TELRTFSIL. The MHC is HLA-B07:02 with pseudo-sequence HLA-B07:02. The binding affinity (normalized) is 0.